Predict which catalyst facilitates the given reaction. From a dataset of Catalyst prediction with 721,799 reactions and 888 catalyst types from USPTO. (1) Reactant: Br[C:2]1[CH:14]=[CH:13][C:5]([C:6]([NH:8][CH2:9][CH:10]2[CH2:12][CH2:11]2)=[O:7])=[C:4]([O:15][CH3:16])[CH:3]=1.[Cl:17][C:18]1[CH:23]=[CH:22][C:21]([C:24]2[O:32][C:31]3[CH:30]=[CH:29][NH:28][C:27](=[O:33])[C:26]=3[CH:25]=2)=[CH:20][CH:19]=1.C(=O)([O-])[O-].[K+].[K+].CN[C@@H]1CCCC[C@H]1NC. Product: [Cl:17][C:18]1[CH:19]=[CH:20][C:21]([C:24]2[O:32][C:31]3[CH:30]=[CH:29][N:28]([C:2]4[CH:14]=[CH:13][C:5]([C:6]([NH:8][CH2:9][CH:10]5[CH2:12][CH2:11]5)=[O:7])=[C:4]([O:15][CH3:16])[CH:3]=4)[C:27](=[O:33])[C:26]=3[CH:25]=2)=[CH:22][CH:23]=1. The catalyst class is: 321. (2) Reactant: [O:1]=[C:2]1[C:8]2[CH:9]=[CH:10][CH:11]=[CH:12][C:7]=2[O:6][C:5]2[S:13][C:14](C(O)=O)=[CH:15][C:4]=2[NH:3]1. Product: [S:13]1[C:5]2[O:6][C:7]3[CH:12]=[CH:11][CH:10]=[CH:9][C:8]=3[C:2](=[O:1])[NH:3][C:4]=2[CH:15]=[CH:14]1. The catalyst class is: 15.